Dataset: Reaction yield outcomes from USPTO patents with 853,638 reactions. Task: Predict the reaction yield, written as a fraction of the theoretical maximum amount of product (1.0 means a 100% yield; for example, 0.34 means a 34% yield). (1) The catalyst is C1COCC1. The yield is 0.740. The product is [F:17][C:7]1[CH:6]=[C:5]([CH:10]=[CH:9][C:8]=1[C:11]1[CH:16]=[CH:15][CH:14]=[CH:13][CH:12]=1)[C:18]([OH:20])=[O:19]. The reactants are [Mg].II.Br[C:5]1[CH:10]=[CH:9][C:8]([C:11]2[CH:16]=[CH:15][CH:14]=[CH:13][CH:12]=2)=[C:7]([F:17])[CH:6]=1.[C:18](=[O:20])=[O:19]. (2) The reactants are [CH3:1][C:2]1[C:7]([N+:8]([O-])=O)=[CH:6][C:5]([C:11]([F:14])([F:13])[F:12])=[CH:4][N:3]=1. The catalyst is CCO.[Pd]. The product is [CH3:1][C:2]1[C:7]([NH2:8])=[CH:6][C:5]([C:11]([F:13])([F:12])[F:14])=[CH:4][N:3]=1. The yield is 0.390. (3) The reactants are C(O[C:4](=[O:22])[C:5](=[CH:11][NH:12][C:13]1[CH:18]=[C:17]([O:19][CH3:20])[CH:16]=[CH:15][C:14]=1[Br:21])[C:6]([O:8][CH2:9][CH3:10])=[O:7])C.C(=O)(O)[O-].[Na+]. The catalyst is C(O)C. The product is [CH2:9]([O:8][C:6]([C:5]1[C:4](=[O:22])[C:18]2[C:13](=[C:14]([Br:21])[CH:15]=[CH:16][C:17]=2[O:19][CH3:20])[NH:12][CH:11]=1)=[O:7])[CH3:10]. The yield is 0.300. (4) The yield is 0.0500. The product is [Cl:19][C:20]1[CH:25]=[CH:24][C:23]([C@H:26]2[C@H:31]([OH:32])[C@@H:30]([OH:33])[C@H:29]([OH:34])[C@@H:28]([CH2:35][OH:36])[O:27]2)=[CH:22][C:21]=1[CH2:37][C:38]1[CH:39]=[CH:40][C:41]([O:44][CH2:12][CH2:13][O:14][CH2:15][CH:16]([F:18])[F:17])=[CH:42][CH:43]=1. The catalyst is CN(C=O)C.C(OCC)C. The reactants are CC1C=CC(S(O[CH2:12][CH2:13][O:14][CH2:15][CH:16]([F:18])[F:17])(=O)=O)=CC=1.[Cl:19][C:20]1[CH:25]=[CH:24][C:23]([C@H:26]2[C@H:31]([OH:32])[C@@H:30]([OH:33])[C@H:29]([OH:34])[C@@H:28]([CH2:35][OH:36])[O:27]2)=[CH:22][C:21]=1[CH2:37][C:38]1[CH:43]=[CH:42][C:41]([OH:44])=[CH:40][CH:39]=1.C(=O)([O-])[O-].[Cs+].[Cs+].